Task: Binary Classification. Given a miRNA mature sequence and a target amino acid sequence, predict their likelihood of interaction.. Dataset: Experimentally validated miRNA-target interactions with 360,000+ pairs, plus equal number of negative samples (1) Result: 1 (interaction). The protein sequence of the target gene is MSSDFPHYNFRMPNIGFQNLPLNIYIVVFGTAIFVFILSLLFCCYLIRLRHQAHKEFYAYKQVILKEKVKELNLHELCAVCLEDFKPRDELGICPCKHAFHRKCLIKWLEVRKVCPLCNMPVLQLAQLHSKQDRGPPQGPLPGAENIV. The miRNA is hsa-miR-3922-5p with sequence UCAAGGCCAGAGGUCCCACAGCA. (2) Result: 0 (no interaction). The protein sequence of the target gene is MFSVFEEITRIVVKEMDAGGDMIAVRSLVDADRFRCFHLVGEKRTFFGCRHYTTGLTLMDILDTDGDKWLDELDSGLQGQKAEFQILDNVDSTGELIVRLPKEITISGSFQGFHHQKIKISENRISQQYLATLENRKLKRELPFSFRSINTRENLYLVTETLETVKEETLKSDRQYKFWSQISQGHLSYKHKGQREVTIPPNRVLSYRVKQLVFPNKETMSAGLDIHFRGKTKSFPEGKSLGSEDSRNMKEKLEDMESVLKDLTEEKRKDVLNSLAKCLGKEDIRQDLEQRVSEVLISGE.... The miRNA is rno-miR-652-3p with sequence AAUGGCGCCACUAGGGUUGUG. (3) The miRNA is hsa-miR-4308 with sequence UCCCUGGAGUUUCUUCUU. The protein sequence of the target gene is MDAPRRFPTLVQLMQPKAMPVEVLGHLPKRFSWFHSEFLKNPKVVRLEVWLVEKIFGRGGERIPHVQGMSQILIHVNRLDPNGEAEILVFGRPSYQEDTIKMIMNLADYHRQLQAKGSGKALAQDVATQKAETQRSSIEVREAGTQRSVEVREAGTQRSVEVQEVGTQGSPVEVQEAGTQQSLQAANKSGTQRSPEAASKAVTQRFREDARDPVTRL. Result: 0 (no interaction). (4) The miRNA is hsa-miR-3925-5p with sequence AAGAGAACUGAAAGUGGAGCCU. The protein sequence of the target gene is MEELTIWEQHTATLSKDPRRGFGIAISGGRDRPGGSMVVSDVVPGGPAEGRLQTGDHIVMVNGVSMENATSAFAIQILKTCTKMANITVKRPRRIHLPATKASPSSPGRQDSDEDDGPQRVEEVDQGRGYDGDSSSGSGRSWDERSRRPRPGRRGRAGSHGRRSPGGGSEANGLALVSGFKRLPRQDVQMKPVKSVLVKRRDSEEFGVKLGSQIFIKHITDSGLAARHRGLQEGDLILQINGVSSQNLSLNDTRRLIEKSEGKLSLLVLRDRGQFLVNIPPAVSDSDSSPLEDISDLASE.... Result: 0 (no interaction). (5) The miRNA is hsa-miR-6756-3p with sequence UCCCCUUCCUCCCUGCCCAG. The protein sequence of the target gene is MDKFVIRTPRIQNSPQKKDSGGKVYKQATIESLKRVVVVEDIKRWKTMLELPDQTKENLVEALQELKKKIPSREVLKSTRIGHTVNKMRKHSDSEVASLAREVYTEWKTFTEKHSNRPSIEVRSDPKTESLRKNAQKLLSEALELKMDHLLVENIERETFHLCSRLINGPYRRTVRALVFTLKHRAEIRAQVKSGSLPVGTFVQTHKK. Result: 1 (interaction). (6) The miRNA is mmu-miR-3091-3p with sequence CGGGCCUGACCAGUCUCAAGAC. Result: 0 (no interaction). The protein sequence of the target gene is MDHAARPGRFFGVYLLYCQNPRHRGRVYVGFTVNPARRVRQHNAGRKKGGAWRTSGRGPWDMVLIIHGFPSAVAALRFEWAWQHPQASRRLTHVGPRLRSEAAFAFHLRVLAHMLRVPPWVRLPLTLRWLRPDFRHELCPAPPAHMPIAFGPPPPQPLVPKRPAVSEADSERQLDLGTKARCSLCARLLQDEEGPLCCPHPGCPLRAHIICLAEEFLQEEPGQLLPLEGHCPSCKKSLLWGNLVGQCHADTEEEEDLELEEEHWTDLLET. (7) The miRNA is hsa-miR-6857-3p with sequence UGACUGAGCUUCUCCCCACAG. The protein sequence of the target gene is MATPGSEPQAFAPALSVTALHPHLHQHHQHHQHHQHHGGTGGTGFNLPLNRGLERALEEAANSGGLNLSARKLKEFPRTTAPGHDLSDTVRADLSKNRLVEVPMELCQFVSLEILNLYHNCIRVIPEAIVNLQMLTHLNLSRNQLSALPACLCGLPLKVLIASNNKLGSLPEEIGQLKQLMELDVSCNEITALPQQIGQLKSLRELNVRRNYLKVLPPELVDLPLVKFDFSCNKVLVIPVCFREMKQLQVLLLENNPLQSPPAQICTKGKVHIFKYLSIQACQIKTSDSLYLPTIERPHL.... Result: 0 (no interaction).